This data is from Reaction yield outcomes from USPTO patents with 853,638 reactions. The task is: Predict the reaction yield, written as a fraction of the theoretical maximum amount of product (1.0 means a 100% yield; for example, 0.34 means a 34% yield). (1) The reactants are [C:1]([C:5]1[CH:10]=[CH:9][C:8]([C:11]2[O:12][C:13](=[O:20])[C:14]3[S:19][CH:18]=[CH:17][C:15]=3[N:16]=2)=[CH:7][CH:6]=1)([CH3:4])([CH3:3])[CH3:2].[NH2:21][C:22]1[CH:23]=[C:24]([CH:27]=[CH:28][CH:29]=1)[C:25]#[N:26].C[Si](C)(C)[N-][Si](C)(C)C.[K+].C1(C)C=CC=CC=1.[NH4+].[Cl-]. The catalyst is C(OCC)(=O)C.C1COCC1. The product is [C:1]([C:5]1[CH:10]=[CH:9][C:8]([C:11]([NH:16][C:15]2[CH:17]=[CH:18][S:19][C:14]=2[C:13]([NH:21][C:22]2[CH:29]=[CH:28][CH:27]=[C:24]([C:25]#[N:26])[CH:23]=2)=[O:20])=[O:12])=[CH:7][CH:6]=1)([CH3:4])([CH3:3])[CH3:2]. The yield is 0.510. (2) The reactants are [Si:1]([O:8][CH2:9][CH:10]([N:13]([CH2:21]N(OC)C)[C:14](=[O:20])[O:15][C:16]([CH3:19])([CH3:18])[CH3:17])[CH:11]=O)([C:4]([CH3:7])([CH3:6])[CH3:5])([CH3:3])[CH3:2].[C:26]1([Mg]Br)[CH:31]=[CH:30][CH:29]=[CH:28][CH:27]=1.C1C[O:37]CC1. No catalyst specified. The product is [Si:1]([O:8][CH2:9][CH:10]([N:13]([CH:21]=[O:37])[C:14](=[O:20])[O:15][C:16]([CH3:17])([CH3:18])[CH3:19])[CH2:11][C:26]1[CH:31]=[CH:30][CH:29]=[CH:28][CH:27]=1)([C:4]([CH3:5])([CH3:6])[CH3:7])([CH3:2])[CH3:3]. The yield is 0.650. (3) The reactants are [F:1][C:2]([F:17])([F:16])[C:3]1[CH:8]=[CH:7][C:6]([N:9]2[CH2:14][CH2:13][CH:12]([OH:15])[CH2:11][CH2:10]2)=[CH:5][CH:4]=1.[H-].[Na+].Cl[C:21]1[N:26]=[CH:25][C:24]([S:27]([NH:30][CH:31]2[CH2:36][CH2:35][N:34]([C:37]([O:39][C:40]([CH3:43])([CH3:42])[CH3:41])=[O:38])[CH2:33][CH2:32]2)(=[O:29])=[O:28])=[CH:23][CH:22]=1. No catalyst specified. The product is [F:17][C:2]([F:1])([F:16])[C:3]1[CH:4]=[CH:5][C:6]([N:9]2[CH2:14][CH2:13][CH:12]([O:15][C:21]3[N:26]=[CH:25][C:24]([S:27]([NH:30][CH:31]4[CH2:36][CH2:35][N:34]([C:37]([O:39][C:40]([CH3:43])([CH3:42])[CH3:41])=[O:38])[CH2:33][CH2:32]4)(=[O:28])=[O:29])=[CH:23][CH:22]=3)[CH2:11][CH2:10]2)=[CH:7][CH:8]=1. The yield is 0.990. (4) The reactants are F[P-](F)(F)(F)(F)F.C[N+](C)=C(N(C)C)ON1C2N=CC=CC=2N=N1.[NH2:25][C:26]1[N:35]=[C:34]([N:36]2[CH2:41][CH2:40][N:39]([CH3:42])[CH2:38][CH2:37]2)[C:33]2[C:28](=[CH:29][C:30]([C:43](O)=[O:44])=[CH:31][CH:32]=2)[N:27]=1.C(N(CC)C(C)C)(C)C.[NH2:55][C@@H:56]([CH2:62][C:63]1[CH:68]=[CH:67][C:66]([O:69][CH:70]([CH3:72])[CH3:71])=[CH:65][CH:64]=1)[C:57]([N:59]([CH3:61])[CH3:60])=[O:58]. The catalyst is CN(C)C=O. The product is [NH2:25][C:26]1[N:35]=[C:34]([N:36]2[CH2:37][CH2:38][N:39]([CH3:42])[CH2:40][CH2:41]2)[C:33]2[C:28](=[CH:29][C:30]([C:43]([NH:55][C@@H:56]([CH2:62][C:63]3[CH:64]=[CH:65][C:66]([O:69][CH:70]([CH3:72])[CH3:71])=[CH:67][CH:68]=3)[C:57]([N:59]([CH3:60])[CH3:61])=[O:58])=[O:44])=[CH:31][CH:32]=2)[N:27]=1. The yield is 0.200.